From a dataset of Forward reaction prediction with 1.9M reactions from USPTO patents (1976-2016). Predict the product of the given reaction. (1) Given the reactants [Br:1][C:2]1[CH:9]=[C:8](F)[CH:7]=[CH:6][C:3]=1[C:4]#[N:5].Cl.[NH2:12][C@@H:13]([C:15]([NH2:17])=[O:16])[CH3:14].CCN(C(C)C)C(C)C.CCOC(C)=O, predict the reaction product. The product is: [Br:1][C:2]1[CH:9]=[C:8]([NH:12][C@H:13]([CH3:14])[C:15]([NH2:17])=[O:16])[CH:7]=[CH:6][C:3]=1[C:4]#[N:5]. (2) Given the reactants [NH2:1][C:2]1[C:7]([NH2:8])=[C:6]([NH:9][C@@H:10]2[C@@H:15]3[CH2:16][C@@H:12]([CH:13]=[CH:14]3)[C@@H:11]2[C:17]([NH2:19])=[O:18])[C:5]([Br:20])=[CH:4][N:3]=1.[CH3:21][N:22]([CH3:33])[C:23]1[CH:30]=[CH:29][C:26]([CH:27]=O)=[C:25]([O:31][CH3:32])[CH:24]=1, predict the reaction product. The product is: [Br:20][C:5]1[C:6]([NH:9][C@@H:10]2[C@@H:15]3[CH2:16][C@@H:12]([CH:13]=[CH:14]3)[C@@H:11]2[C:17]([NH2:19])=[O:18])=[C:7]2[N:8]=[C:27]([C:26]3[CH:29]=[CH:30][C:23]([N:22]([CH3:33])[CH3:21])=[CH:24][C:25]=3[O:31][CH3:32])[NH:1][C:2]2=[N:3][CH:4]=1. (3) Given the reactants [CH3:1][O:2][C:3]([NH:5][C@@H:6]([CH:52]([CH3:54])[CH3:53])[C:7]([N:9]1[CH2:13][CH2:12][CH2:11][C@H:10]1[C:14]1[NH:15][C:16]([C:19]2[CH:20]=[C:21]3[C:33]4[C:34]5[C:24](=[CH:25][C:26]([C:35]6[NH:39][C:38]([C@@H:40]7[CH2:44][CH2:43][CH2:42][N:41]7C(OC(C)(C)C)=O)=[N:37][CH:36]=6)=[CH:27][C:28]=5[CH2:29][CH2:30][C:31]=4[CH:32]=2)[CH2:23][CH2:22]3)=[CH:17][N:18]=1)=[O:8])=[O:4].Cl.[CH3:56][O:57][C:58]([NH:60][C@@H:61]([CH:65]1[CH2:70][CH2:69][O:68][CH2:67][CH2:66]1)[C:62]([OH:64])=O)=[O:59].CN(C(ON1N=NC2C=CC=NC1=2)=[N+](C)C)C.F[P-](F)(F)(F)(F)F.CCN(C(C)C)C(C)C, predict the reaction product. The product is: [CH3:1][O:2][C:3]([NH:5][C@@H:6]([CH:52]([CH3:54])[CH3:53])[C:7]([N:9]1[CH2:13][CH2:12][CH2:11][C@H:10]1[C:14]1[NH:15][C:16]([C:19]2[CH:32]=[C:31]3[C:33]4[C:34]5[C:28](=[CH:27][C:26]([C:35]6[NH:39][C:38]([C@@H:40]7[CH2:44][CH2:43][CH2:42][N:41]7[C:62](=[O:64])[C@@H:61]([NH:60][C:58](=[O:59])[O:57][CH3:56])[CH:65]7[CH2:70][CH2:69][O:68][CH2:67][CH2:66]7)=[N:37][CH:36]=6)=[CH:25][C:24]=5[CH2:23][CH2:22][C:21]=4[CH:20]=2)[CH2:29][CH2:30]3)=[CH:17][N:18]=1)=[O:8])=[O:4]. (4) Given the reactants [C:1]([O:5][C:6]([N:8]1[C@H:20]([C:21]([OH:23])=[O:22])[CH2:19][C:18]2[C:17]3[C:12](=[CH:13][CH:14]=[CH:15][CH:16]=3)[NH:11][C:10]=2[CH2:9]1)=[O:7])([CH3:4])([CH3:3])[CH3:2].[H-].[Na+].[F:26][C:27]1[CH:34]=[CH:33][C:30]([CH2:31]Br)=[CH:29][CH:28]=1.C(O)(=O)CC(CC(O)=O)(C(O)=O)O, predict the reaction product. The product is: [C:1]([O:5][C:6]([N:8]1[C@H:20]([C:21]([OH:23])=[O:22])[CH2:19][C:18]2[C:17]3[C:12](=[CH:13][CH:14]=[CH:15][CH:16]=3)[N:11]([CH2:31][C:30]3[CH:33]=[CH:34][C:27]([F:26])=[CH:28][CH:29]=3)[C:10]=2[CH2:9]1)=[O:7])([CH3:4])([CH3:2])[CH3:3].